Dataset: TCR-epitope binding with 47,182 pairs between 192 epitopes and 23,139 TCRs. Task: Binary Classification. Given a T-cell receptor sequence (or CDR3 region) and an epitope sequence, predict whether binding occurs between them. (1) The epitope is RAKFKQLL. The TCR CDR3 sequence is CASSLWGPDSNNEQFF. Result: 1 (the TCR binds to the epitope). (2) The epitope is KLSALGINAV. The TCR CDR3 sequence is CASSQRFEGGQRDTQYF. Result: 0 (the TCR does not bind to the epitope).